This data is from Catalyst prediction with 721,799 reactions and 888 catalyst types from USPTO. The task is: Predict which catalyst facilitates the given reaction. (1) Reactant: Cl.Cl.Cl.NCCN1C2C(NC3C=C[C:20]([O:23]C4C=CC=C(N)C=4)=C([Cl:31])C=3)=NC=NC=2C=C1.OC(C)(C)C[C:35]([OH:37])=[O:36].Cl.[CH2:41]([N:43]=[C:44]=[N:45][CH2:46][CH2:47][CH2:48][N:49]([CH3:51])[CH3:50])[CH3:42].[OH:52][N:53]1[C:57]2[CH:58]=[CH:59][CH:60]=[CH:61][C:56]=2[N:55]=[N:54]1. Product: [OH:23][CH2:20][C:61]([CH3:60])([CH3:56])[C:35]([OH:37])=[O:36].[ClH:31].[CH2:41]([N:43]=[C:44]=[N:45][CH2:46][CH2:47][CH2:48][N:49]([CH3:51])[CH3:50])[CH3:42].[OH:52][N:53]1[C:57]2[CH:58]=[CH:59][CH:60]=[CH:61][C:56]=2[N:55]=[N:54]1. The catalyst class is: 571. (2) Product: [NH:1]1[C:28]([C@H:27]([N:18]2[C@H:19]([C:20]3[CH:25]=[CH:24][C:23]([Cl:26])=[CH:22][CH:21]=3)[C@H:14]([C:11]3[CH:12]=[CH:13][C:8]([Cl:7])=[CH:9][CH:10]=3)[O:15][C@@H:16]([CH2:34][C:35]3[CH:40]=[CH:39][C:38]([I:41])=[C:37]([F:42])[CH:36]=3)[C:17]2=[O:33])[CH2:30][CH2:31][CH3:32])=[N:29][N:3]=[N:2]1. The catalyst class is: 3. Reactant: [N-:1]=[N+:2]=[N-:3].[Na+].[Cl-].[NH4+].[Cl:7][C:8]1[CH:13]=[CH:12][C:11]([C@H:14]2[C@@H:19]([C:20]3[CH:25]=[CH:24][C:23]([Cl:26])=[CH:22][CH:21]=3)[N:18]([C@H:27]([CH2:30][CH2:31][CH3:32])[C:28]#[N:29])[C:17](=[O:33])[C@H:16]([CH2:34][C:35]3[CH:40]=[CH:39][C:38]([I:41])=[C:37]([F:42])[CH:36]=3)[O:15]2)=[CH:10][CH:9]=1.C(O)(=O)CC(CC(O)=O)(C(O)=O)O.